Dataset: Forward reaction prediction with 1.9M reactions from USPTO patents (1976-2016). Task: Predict the product of the given reaction. (1) The product is: [CH2:1]([O:3][C:4](=[O:20])[CH:5]([C:8]1[CH:13]=[CH:12][C:11]([S:14]([CH:17]2[CH2:19][CH2:18]2)(=[O:16])=[O:15])=[CH:10][CH:9]=1)[O:21][CH:22]1[CH2:27][CH2:26][O:25][CH2:24][CH2:23]1)[CH3:2]. Given the reactants [CH2:1]([O:3][C:4](=[O:20])[C:5]([C:8]1[CH:13]=[CH:12][C:11]([S:14]([CH:17]2[CH2:19][CH2:18]2)(=[O:16])=[O:15])=[CH:10][CH:9]=1)=[N+]=[N-])[CH3:2].[OH:21][CH:22]1[CH2:27][CH2:26][O:25][CH2:24][CH2:23]1.N#N.O, predict the reaction product. (2) Given the reactants [NH:1]1[CH2:6][CH2:5][NH:4][CH2:3][CH2:2]1.F[C:8]1[CH:13]=[CH:12][CH:11]=[CH:10][C:9]=1[N+:14]([O-:16])=[O:15].O, predict the reaction product. The product is: [N+:14]([C:9]1[CH:10]=[CH:11][CH:12]=[CH:13][C:8]=1[N:1]1[CH2:6][CH2:5][NH:4][CH2:3][CH2:2]1)([O-:16])=[O:15]. (3) Given the reactants [C:1]([C:5]1[O:9][N:8]=[C:7]([NH2:10])[CH:6]=1)([CH3:4])([CH3:3])[CH3:2].CC([O-])(C)C.[Na+].[Cl:17][C:18]1[N:23]=[C:22](Cl)[CH:21]=[CH:20][N:19]=1.[NH4+].[Cl-], predict the reaction product. The product is: [C:1]([C:5]1[O:9][N:8]=[C:7]([NH:10][C:20]2[CH:21]=[CH:22][N:23]=[C:18]([Cl:17])[N:19]=2)[CH:6]=1)([CH3:4])([CH3:3])[CH3:2].